From a dataset of Forward reaction prediction with 1.9M reactions from USPTO patents (1976-2016). Predict the product of the given reaction. (1) Given the reactants [N+:1]([C:4]1[CH:5]=[N:6][C:7]2[C:12]([C:13]=1[NH:14][CH2:15][CH2:16][CH2:17][CH2:18][CH2:19][C:20]([O:22][CH2:23][CH3:24])=[O:21])=[CH:11][CH:10]=[CH:9][CH:8]=2)([O-])=O.S(S([O-])=O)([O-])=O.[Na+].[Na+].C(=O)([O-])[O-].[K+].[K+], predict the reaction product. The product is: [NH2:1][C:4]1[CH:5]=[N:6][C:7]2[C:12]([C:13]=1[NH:14][CH2:15][CH2:16][CH2:17][CH2:18][CH2:19][C:20]([O:22][CH2:23][CH3:24])=[O:21])=[CH:11][CH:10]=[CH:9][CH:8]=2. (2) Given the reactants [C:1]([C:5]1[CH:10]=[CH:9][CH:8]=[CH:7][CH:6]=1)([CH3:4])([CH3:3])[CH3:2].[Cl:11][CH2:12][CH2:13][C:14](Cl)=[O:15].[Cl-].[Al+3].[Cl-].[Cl-], predict the reaction product. The product is: [C:1]([C:5]1[CH:10]=[CH:9][C:8]([C:14](=[O:15])[CH2:13][CH2:12][Cl:11])=[CH:7][CH:6]=1)([CH3:4])([CH3:3])[CH3:2]. (3) Given the reactants C(OC(N1[CH2:12][CH2:11][CH:10]([NH:13][C:14]([C:16]2[S:17][CH:18]=[CH:19][C:20]=2[NH:21][C:22]2[CH:27]=[CH:26][N:25]=[C:24]3[NH:28][CH:29]=[CH:30][C:23]=23)=[O:15])C1)=O)(C)(C)C.NCCC[CH2:35][NH:36][C:37](=[O:39])[CH3:38], predict the reaction product. The product is: [C:37]([NH:36][CH2:35][CH2:12][CH2:11][CH2:10][NH:13][C:14]([C:16]1[S:17][CH:18]=[CH:19][C:20]=1[NH:21][C:22]1[CH:27]=[CH:26][N:25]=[C:24]2[NH:28][CH:29]=[CH:30][C:23]=12)=[O:15])(=[O:39])[CH3:38]. (4) Given the reactants Br[C:2]1[CH:14]=[CH:13][C:5]2[NH:6][C:7](=[O:12])[O:8][C:9]([CH3:11])([CH3:10])[C:4]=2[CH:3]=1.[Li]CCCC.CCCCCC.[B:26]([O-])([O-:28])[O-:27], predict the reaction product. The product is: [CH3:10][C:9]1([CH3:11])[C:4]2[CH:3]=[C:2]([B:26]([OH:28])[OH:27])[CH:14]=[CH:13][C:5]=2[NH:6][C:7](=[O:12])[O:8]1.